From a dataset of Catalyst prediction with 721,799 reactions and 888 catalyst types from USPTO. Predict which catalyst facilitates the given reaction. (1) Reactant: [OH:1][C:2]1[CH:3]=[C:4]([N+:10]([O-])=O)[CH:5]=[CH:6][C:7]=1[O:8][CH3:9].[CH2:13](Br)[C:14]1[CH:19]=[CH:18][CH:17]=[CH:16][CH:15]=1.C(=O)([O-])[O-].[K+].[K+].S(S([O-])=O)([O-])=O.[Na+].[Na+]. Product: [CH2:13]([O:1][C:2]1[CH:3]=[C:4]([CH:5]=[CH:6][C:7]=1[O:8][CH3:9])[NH2:10])[C:14]1[CH:19]=[CH:18][CH:17]=[CH:16][CH:15]=1. The catalyst class is: 21. (2) Reactant: [CH2:1]([O:3][C:4]([CH:6]1[CH2:8][CH:7]1[CH2:9][C:10]1[N:18]2[C:13]([C:14]([NH2:19])=[N:15][CH:16]=[N:17]2)=[C:12](Br)[CH:11]=1)=[O:5])[CH3:2].[CH2:21]([N:28]1[CH:36]=[C:35]2[C:30]([CH:31]=[C:32](B3OC(C)(C)C(C)(C)O3)[CH:33]=[CH:34]2)=[N:29]1)[C:22]1[CH:27]=[CH:26][CH:25]=[CH:24][CH:23]=1.C([O-])([O-])=O.[Na+].[Na+]. Product: [CH2:1]([O:3][C:4]([CH:6]1[CH2:8][CH:7]1[CH2:9][C:10]1[N:18]2[C:13]([C:14]([NH2:19])=[N:15][CH:16]=[N:17]2)=[C:12]([C:32]2[CH:33]=[CH:34][C:35]3[C:30]([CH:31]=2)=[N:29][N:28]([CH2:21][C:22]2[CH:27]=[CH:26][CH:25]=[CH:24][CH:23]=2)[CH:36]=3)[CH:11]=1)=[O:5])[CH3:2]. The catalyst class is: 128.